This data is from Reaction yield outcomes from USPTO patents with 853,638 reactions. The task is: Predict the reaction yield, written as a fraction of the theoretical maximum amount of product (1.0 means a 100% yield; for example, 0.34 means a 34% yield). The reactants are [Br:1][C:2]1[CH:3]=[CH:4][C:5](=[O:8])[NH:6][CH:7]=1.C([O-])([O-])=O.[K+].[K+].Br[CH2:16][C:17]([O:19][CH2:20][CH3:21])=[O:18]. The catalyst is CN(C=O)C. The product is [Br:1][C:2]1[CH:3]=[CH:4][C:5](=[O:8])[N:6]([CH2:16][C:17]([O:19][CH2:20][CH3:21])=[O:18])[CH:7]=1. The yield is 0.577.